This data is from Reaction yield outcomes from USPTO patents with 853,638 reactions. The task is: Predict the reaction yield, written as a fraction of the theoretical maximum amount of product (1.0 means a 100% yield; for example, 0.34 means a 34% yield). (1) The reactants are [N:1]1[CH:6]=[CH:5][C:4]([C:7]([OH:9])=[O:8])=[C:3]([C:10]([OH:12])=[O:11])[CH:2]=1.[OH-].[Na+].[CH3:15][C:16]([O:19][C:20](O[C:20]([O:19][C:16]([CH3:18])([CH3:17])[CH3:15])=[O:21])=[O:21])([CH3:18])[CH3:17]. The catalyst is Cl.O=[Pt]=O. The product is [C:20]([N:1]1[CH2:6][CH2:5][C@H:4]([C:7]([OH:9])=[O:8])[C@H:3]([C:10]([OH:12])=[O:11])[CH2:2]1)([O:19][C:16]([CH3:18])([CH3:17])[CH3:15])=[O:21]. The yield is 0.750. (2) The reactants are [Si:1]([O:8]S(C(F)(F)F)(=O)=O)([C:4]([CH3:7])([CH3:6])[CH3:5])([CH3:3])[CH3:2].O[C@@H:17]1[N:23]([C:24]([O:26][CH2:27][C:28]2[CH:33]=[CH:32][C:31]([NH:34][C:35](=[O:52])[C@@H:36]([NH:38][C:39](=[O:51])[C@@H:40]([NH:44][C:45]([O:47][CH2:48][CH:49]=[CH2:50])=[O:46])[CH:41]([CH3:43])[CH3:42])[CH3:37])=[CH:30][CH:29]=2)=[O:25])[C:22]2[CH:53]=[C:54]([O:59][Si:60]([CH:67]([CH3:69])[CH3:68])([CH:64]([CH3:66])[CH3:65])[CH:61]([CH3:63])[CH3:62])[C:55]([O:57][CH3:58])=[CH:56][C:21]=2[C:20](=[O:70])[N:19]2[CH:71]=[C:72](/[CH:74]=[CH:75]/[CH3:76])[CH2:73][C@@H:18]12.N1C(C)=CC=CC=1C. The catalyst is C(Cl)Cl. The product is [Si:1]([O:8][C@@H:17]1[N:23]([C:24]([O:26][CH2:27][C:28]2[CH:29]=[CH:30][C:31]([NH:34][C:35](=[O:52])[C@@H:36]([NH:38][C:39](=[O:51])[C@@H:40]([NH:44][C:45]([O:47][CH2:48][CH:49]=[CH2:50])=[O:46])[CH:41]([CH3:42])[CH3:43])[CH3:37])=[CH:32][CH:33]=2)=[O:25])[C:22]2[CH:53]=[C:54]([O:59][Si:60]([CH:61]([CH3:63])[CH3:62])([CH:67]([CH3:69])[CH3:68])[CH:64]([CH3:65])[CH3:66])[C:55]([O:57][CH3:58])=[CH:56][C:21]=2[C:20](=[O:70])[N:19]2[CH:71]=[C:72](/[CH:74]=[CH:75]/[CH3:76])[CH2:73][C@@H:18]12)([C:4]([CH3:7])([CH3:6])[CH3:5])([CH3:3])[CH3:2]. The yield is 0.570.